This data is from hERG Central: cardiac toxicity at 1µM, 10µM, and general inhibition. The task is: Predict hERG channel inhibition at various concentrations. (1) The drug is Cn1c(OCc2cccnc2)nc2c1c(=O)n(Cc1ccc(Br)cc1)c(=O)n2C. Results: hERG_inhib (hERG inhibition (general)): blocker. (2) Results: hERG_inhib (hERG inhibition (general)): blocker. The drug is Cc1ccc(S(=O)(=O)N2CCC(C(=O)OCc3ccc([N+](=O)[O-])cc3)CC2)cc1. (3) The molecule is Cl.c1ccc(CCN=C2CCCc3c2[nH]c2ccccc32)cc1. Results: hERG_inhib (hERG inhibition (general)): blocker. (4) The compound is CCCOc1ccccc1-c1nc2n[nH]nc2c(=O)[nH]1. Results: hERG_inhib (hERG inhibition (general)): blocker. (5) The molecule is OCC1(Cc2ccc(Cl)cc2)CCN(Cc2ccc(F)c(F)c2)CC1. Results: hERG_inhib (hERG inhibition (general)): blocker.